This data is from Reaction yield outcomes from USPTO patents with 853,638 reactions. The task is: Predict the reaction yield, written as a fraction of the theoretical maximum amount of product (1.0 means a 100% yield; for example, 0.34 means a 34% yield). (1) The reactants are [CH3:1][C:2]1[CH:3]=[CH:4][C:5]([S:8](Cl)(=[O:10])=[O:9])=[N:6][CH:7]=1.[N:12]1[CH:17]=[CH:16][CH:15]=[CH:14][CH:13]=1. The catalyst is C(Cl)Cl. The product is [N:12]1[C:17]2[C:16](=[CH:2][CH:3]=[CH:4][C:5]=2[NH:6][S:8]([C:5]2[CH:4]=[CH:3][C:2]([CH3:1])=[CH:7][N:6]=2)(=[O:10])=[O:9])[CH:15]=[CH:14][CH:13]=1. The yield is 0.250. (2) The reactants are [I:1][C:2]1[C:10]2[C:5](=[CH:6][CH:7]=[CH:8][CH:9]=2)[N:4]([C:11]2[CH:17]=[CH:16][C:14]([NH2:15])=[CH:13][CH:12]=2)[N:3]=1.O=C(Cl)[O:20][C:21](Cl)(Cl)Cl.C(N(CC)CC)C.[N:33]1[CH:38]=[CH:37][CH:36]=[C:35]([CH2:39][NH2:40])[CH:34]=1. The catalyst is C(Cl)Cl. The product is [I:1][C:2]1[C:10]2[C:5](=[CH:6][CH:7]=[CH:8][CH:9]=2)[N:4]([C:11]2[CH:17]=[CH:16][C:14]([NH:15][C:21]([NH:40][CH2:39][C:35]3[CH:34]=[N:33][CH:38]=[CH:37][CH:36]=3)=[O:20])=[CH:13][CH:12]=2)[N:3]=1. The yield is 0.802.